Dataset: Catalyst prediction with 721,799 reactions and 888 catalyst types from USPTO. Task: Predict which catalyst facilitates the given reaction. (1) Reactant: FC(F)(F)C(O)=O.[Br:8][C:9]1[CH:10]=[C:11]2[C:21](=[N:22][CH:23]=1)[NH:20][C:19](=[O:24])[C:13]1([CH2:18][CH2:17][NH:16][CH2:15][CH2:14]1)[CH2:12]2.C(N(CC)CC)C.[C:32]([NH:36][C:37](=O)[O:38]C1C=CC=CC=1)([CH3:35])([CH3:34])[CH3:33]. Product: [Br:8][C:9]1[CH:10]=[C:11]2[C:21](=[N:22][CH:23]=1)[NH:20][C:19](=[O:24])[C:13]1([CH2:18][CH2:17][N:16]([C:37]([NH:36][C:32]([CH3:35])([CH3:34])[CH3:33])=[O:38])[CH2:15][CH2:14]1)[CH2:12]2. The catalyst class is: 58. (2) Reactant: [N+:1]([C:4]1[CH:9]=[CH:8][CH:7]=[CH:6][C:5]=1[S:10](Cl)(=[O:12])=[O:11])([O-:3])=[O:2].Cl.[CH2:15]([O:22][NH2:23])[C:16]1[CH:21]=[CH:20][CH:19]=[CH:18][CH:17]=1. Product: [CH2:15]([O:22][NH:23][S:10]([C:5]1[CH:6]=[CH:7][CH:8]=[CH:9][C:4]=1[N+:1]([O-:3])=[O:2])(=[O:12])=[O:11])[C:16]1[CH:21]=[CH:20][CH:19]=[CH:18][CH:17]=1. The catalyst class is: 17.